This data is from Forward reaction prediction with 1.9M reactions from USPTO patents (1976-2016). The task is: Predict the product of the given reaction. (1) Given the reactants [C:1]([O:5][C:6](=[O:24])[NH:7][C@H:8]([CH2:14][C:15]1[CH:20]=[C:19]([F:21])[C:18]([F:22])=[CH:17][C:16]=1[F:23])[CH2:9][C:10]([NH:12][NH2:13])=O)([CH3:4])([CH3:3])[CH3:2].CO[C:27]1[C:33]2[CH:34]=[CH:35][CH:36]=[CH:37][C:32]=2[CH2:31][CH2:30][CH2:29][N:28]=1, predict the reaction product. The product is: [N:13]1[N:12]=[C:10]([CH2:9][C@H:8]([NH:7][C:6](=[O:24])[O:5][C:1]([CH3:4])([CH3:3])[CH3:2])[CH2:14][C:15]2[CH:20]=[C:19]([F:21])[C:18]([F:22])=[CH:17][C:16]=2[F:23])[N:28]2[CH2:29][CH2:30][CH2:31][C:32]3[CH:37]=[CH:36][CH:35]=[CH:34][C:33]=3[C:27]=12. (2) Given the reactants Cl[CH2:2][C:3]1[C:4]2[C:9]([CH:10]=[C:11]3[C:16]=1[CH:15]=[CH:14][CH:13]=[CH:12]3)=[CH:8][CH:7]=[CH:6][CH:5]=2.[NH:17]1[CH2:22][CH2:21][NH:20][CH2:19][CH2:18]1, predict the reaction product. The product is: [CH:5]1[C:4]2[C:9](=[CH:10][C:11]3[C:16]([C:3]=2[CH2:2][N:17]2[CH2:22][CH2:21][NH:20][CH2:19][CH2:18]2)=[CH:15][CH:14]=[CH:13][CH:12]=3)[CH:8]=[CH:7][CH:6]=1. (3) Given the reactants [CH2:1]([O:4][C:5]([N:7]1[C:12]2[CH:13]=[C:14]([C:17]3[CH2:23][C@H:22]4[N:19]([C:20](=[O:31])[C@@H:21]4[C@H:24]([O:26][Si](C)(C)C)[CH3:25])[C:18]=3[C:32]([O:34][CH2:35][CH:36]=[CH2:37])=[O:33])[CH:15]=[CH:16][C:11]=2[O:10][CH2:9][C:8]1=[O:38])=[O:6])[CH:2]=[CH2:3].Cl.C(=O)([O-])O.[Na+], predict the reaction product. The product is: [CH2:1]([O:4][C:5]([N:7]1[C:12]2[CH:13]=[C:14]([C:17]3[CH2:23][C@H:22]4[N:19]([C:20](=[O:31])[C@@H:21]4[C@H:24]([OH:26])[CH3:25])[C:18]=3[C:32]([O:34][CH2:35][CH:36]=[CH2:37])=[O:33])[CH:15]=[CH:16][C:11]=2[O:10][CH2:9][C:8]1=[O:38])=[O:6])[CH:2]=[CH2:3]. (4) Given the reactants [CH3:1][NH:2][CH2:3][C:4]1[CH:9]=[CH:8][CH:7]=[CH:6][CH:5]=1.[CH:10]1[N:15]=[C:14](Cl)[C:13]2[N:17]=[CH:18][N:19]([C@@H:20]3[O:24][C@H:23]([CH2:25][OH:26])[C@@H:22]([OH:27])[C@H:21]3[OH:28])[C:12]=2[N:11]=1.[CH3:29]CO, predict the reaction product. The product is: [CH2:1]([N:2]([CH2:3][C:4]1[CH:9]=[CH:8][CH:7]=[CH:6][CH:5]=1)[C:14]1[C:13]2[N:17]=[CH:18][N:19]([C:12]=2[N:11]=[CH:10][N:15]=1)[C@@H:20]1[O:24][C@H:23]([CH2:25][OH:26])[C@@H:22]([OH:27])[C@H:21]1[OH:28])[CH3:29]. (5) Given the reactants [CH3:1][C:2]1[CH:3]=[C:4]([NH:16][C:17]2[C:26]3[C:21](=[CH:22][CH:23]=[CH:24][C:25]=3[O:27][C@H:28]([CH3:33])[C:29](OC)=[O:30])[N:20]=[CH:19][N:18]=2)[CH:5]=[CH:6][C:7]=1[O:8][CH2:9][C:10]1[CH:15]=[CH:14][CH:13]=[CH:12][N:11]=1, predict the reaction product. The product is: [OH:8][CH2:9][CH2:10][N:11]([CH3:12])[C:29](=[O:30])[C@H:28]([O:27][C:25]1[CH:24]=[CH:23][CH:22]=[C:21]2[C:26]=1[C:17]([NH:16][C:4]1[CH:5]=[CH:6][C:7]([O:8][CH2:9][C:10]3[CH:15]=[CH:14][CH:13]=[CH:12][N:11]=3)=[C:2]([CH3:1])[CH:3]=1)=[N:18][CH:19]=[N:20]2)[CH3:33].